Dataset: Forward reaction prediction with 1.9M reactions from USPTO patents (1976-2016). Task: Predict the product of the given reaction. (1) Given the reactants [CH:1]([NH:4][C:5]([C:7]1[C:16](=[O:17])[C:15]2[C:10](=[N:11][CH:12]=[CH:13][CH:14]=2)[N:9]([C:18]2[CH:23]=[CH:22][CH:21]=[C:20](Br)[CH:19]=2)[CH:8]=1)=[O:6])([CH3:3])[CH3:2].C(N([CH2:30][CH3:31])CC)C, predict the reaction product. The product is: [CH:1]([NH:4][C:5]([C:7]1[C:16](=[O:17])[C:15]2[C:10](=[N:11][CH:12]=[CH:13][CH:14]=2)[N:9]([C:18]2[CH:23]=[CH:22][CH:21]=[C:20]([C:14]#[C:15][C:16]([OH:17])([C:31]3[CH:30]=[CH:20][CH:19]=[CH:18][CH:23]=3)[CH3:7])[CH:19]=2)[CH:8]=1)=[O:6])([CH3:3])[CH3:2]. (2) The product is: [C:30]([O:29][C:27]([N:24]1[CH2:23][CH2:22][N:21]([CH2:20][C:17]2[CH:16]=[C:15]([B:42]([OH:47])[OH:43])[C:14]([F:13])=[N:19][CH:18]=2)[CH2:26][CH2:25]1)=[O:28])([CH3:33])([CH3:32])[CH3:31]. Given the reactants C([Li])CCC.C(NC(C)C)(C)C.[F:13][C:14]1[N:19]=[CH:18][C:17]([CH2:20][N:21]2[CH2:26][CH2:25][N:24]([C:27]([O:29][C:30]([CH3:33])([CH3:32])[CH3:31])=[O:28])[CH2:23][CH2:22]2)=[CH:16][CH:15]=1.[Li+].CC([N-]C(C)C)C.[B:42](OC(C)C)([O:47]C(C)C)[O:43]C(C)C, predict the reaction product. (3) Given the reactants C[O:2][C:3]([C:5]1[CH:10]=[C:9]([NH:11][C:12](=[O:19])[C:13]2[CH:18]=[CH:17][CH:16]=[CH:15][CH:14]=2)[CH:8]=[CH:7][N:6]=1)=O.[C-]#N.[K+].[NH2:23][OH:24].C(O)(=O)CC(CC(O)=O)(C(O)=O)O, predict the reaction product. The product is: [OH:24][NH:23][C:3]([C:5]1[CH:10]=[C:9]([NH:11][C:12](=[O:19])[C:13]2[CH:18]=[CH:17][CH:16]=[CH:15][CH:14]=2)[CH:8]=[CH:7][N:6]=1)=[O:2]. (4) Given the reactants [C:1]([C:3]1[CH:8]=[CH:7][CH:6]=[CH:5][C:4]=1[NH:9][C:10]([CH:12]1[CH2:17][CH2:16][N:15]([CH3:18])[CH2:14][CH2:13]1)=O)#[N:2].[C:19]1([Mg]Br)[CH:24]=[CH:23][CH:22]=[CH:21][CH:20]=1.[Cl-].[NH4+], predict the reaction product. The product is: [CH3:18][N:15]1[CH2:16][CH2:17][CH:12]([C:10]2[N:2]=[C:1]([C:19]3[CH:24]=[CH:23][CH:22]=[CH:21][CH:20]=3)[C:3]3[C:4](=[CH:5][CH:6]=[CH:7][CH:8]=3)[N:9]=2)[CH2:13][CH2:14]1. (5) Given the reactants FC(F)(F)C(O)=O.[F:8][CH:9]([F:50])[C:10]1[N:11]=[CH:12][C:13]([C:16]([NH:18][C:19]2[CH:20]=[CH:21][C:22]([F:49])=[C:23]([C@:25]34[CH2:33][O:32][C@H:31]([C:34]([F:37])([F:36])[F:35])[C@H:30]3[C:29](=[O:38])[N:28]([CH2:39][CH3:40])[C:27]([NH:41]C(=O)OC(C)(C)C)=[N:26]4)[CH:24]=2)=[O:17])=[N:14][CH:15]=1, predict the reaction product. The product is: [NH2:41][C:27]1[N:28]([CH2:39][CH3:40])[C:29](=[O:38])[C@@H:30]2[C@@H:31]([C:34]([F:37])([F:36])[F:35])[O:32][CH2:33][C@:25]2([C:23]2[CH:24]=[C:19]([NH:18][C:16]([C:13]3[CH:12]=[N:11][C:10]([CH:9]([F:50])[F:8])=[CH:15][N:14]=3)=[O:17])[CH:20]=[CH:21][C:22]=2[F:49])[N:26]=1. (6) Given the reactants Br[C:2]1[N:6]([CH:7]([CH3:9])[CH3:8])[C:5]2[CH:10]([C:22]3[CH:27]=[CH:26][C:25]([Cl:28])=[CH:24][CH:23]=3)[N:11]([C:14]3[CH:19]=[CH:18][C:17](=[O:20])[N:16]([CH3:21])[CH:15]=3)[C:12](=[O:13])[C:4]=2[N:3]=1.[O:29]1[CH:33]=[C:32](B(O)O)[CH:31]=[N:30]1, predict the reaction product. The product is: [Cl:28][C:25]1[CH:26]=[CH:27][C:22]([CH:10]2[C:5]3[N:6]([CH:7]([CH3:9])[CH3:8])[C:2]([C:32]4[CH:31]=[N:30][O:29][CH:33]=4)=[N:3][C:4]=3[C:12](=[O:13])[N:11]2[C:14]2[CH:19]=[CH:18][C:17](=[O:20])[N:16]([CH3:21])[CH:15]=2)=[CH:23][CH:24]=1. (7) Given the reactants Cl[C:2]1[C:11]2[C:6](=[C:7]([C:12]([F:15])([F:14])[F:13])[CH:8]=[CH:9][CH:10]=2)[N:5]=[CH:4][C:3]=1[C:16]([C:18]1[CH:23]=[CH:22][CH:21]=[CH:20][N:19]=1)=[O:17].[Cl:24][C:25]1[CH:30]=[CH:29][C:28](B(O)O)=[CH:27][CH:26]=1, predict the reaction product. The product is: [Cl:24][C:25]1[CH:30]=[CH:29][C:28]([C:2]2[C:11]3[C:6](=[C:7]([C:12]([F:14])([F:13])[F:15])[CH:8]=[CH:9][CH:10]=3)[N:5]=[CH:4][C:3]=2[C:16]([C:18]2[CH:23]=[CH:22][CH:21]=[CH:20][N:19]=2)=[O:17])=[CH:27][CH:26]=1. (8) Given the reactants Cl[C:2]1[C:3]([C:22]([NH2:24])=[O:23])=[N:4][C:5]([C:18](O)([CH3:20])[CH3:19])=[C:6]([O:8][C:9]2[CH:14]=[CH:13][CH:12]=[C:11]([N+:15]([O-:17])=[O:16])[CH:10]=2)[N:7]=1.[CH3:25][N:26]1[CH2:31][CH2:30][CH:29]([N:32]2[CH:36]=[C:35]([NH2:37])[CH:34]=[N:33]2)[CH2:28][CH2:27]1.C(N(C(C)C)CC)(C)C.CN1CCCC1=O, predict the reaction product. The product is: [CH3:25][N:26]1[CH2:27][CH2:28][CH:29]([N:32]2[CH:36]=[C:35]([NH:37][C:2]3[C:3]([C:22]([NH2:24])=[O:23])=[N:4][C:5]([C:18]([CH3:20])=[CH2:19])=[C:6]([O:8][C:9]4[CH:14]=[CH:13][CH:12]=[C:11]([N+:15]([O-:17])=[O:16])[CH:10]=4)[N:7]=3)[CH:34]=[N:33]2)[CH2:30][CH2:31]1.